The task is: Predict the reactants needed to synthesize the given product.. This data is from Full USPTO retrosynthesis dataset with 1.9M reactions from patents (1976-2016). (1) Given the product [CH2:9]([NH:6][C:5]1[CH:7]=[CH:8][C:2]([Br:1])=[CH:3][CH:4]=1)[C:10]1[CH:15]=[CH:14][CH:13]=[CH:12][CH:11]=1, predict the reactants needed to synthesize it. The reactants are: [Br:1][C:2]1[CH:8]=[CH:7][C:5]([NH2:6])=[CH:4][CH:3]=1.[CH:9](=O)[C:10]1[CH:15]=[CH:14][CH:13]=[CH:12][CH:11]=1.[BH-](OC(C)=O)(OC(C)=O)OC(C)=O.[Na+].C(O)(=O)C. (2) Given the product [NH2:11][C@H:12]([C:16]([O:18][CH2:19][C:20]1[N:21]([CH2:34][CH2:35][CH2:36][CH2:37][NH:38][S:39]([CH3:42])(=[O:40])=[O:41])[C:22]2[C:31]3[CH:30]=[CH:29][CH:28]=[CH:27][C:26]=3[N:25]=[C:24]([NH2:32])[C:23]=2[N:33]=1)=[O:17])[CH:13]([CH3:15])[CH3:14], predict the reactants needed to synthesize it. The reactants are: C(OC([NH:11][C@H:12]([C:16]([O:18][CH2:19][C:20]1[N:21]([CH2:34][CH2:35][CH2:36][CH2:37][NH:38][S:39]([CH3:42])(=[O:41])=[O:40])[C:22]2[C:31]3[CH:30]=[CH:29][CH:28]=[CH:27][C:26]=3[N:25]=[C:24]([NH2:32])[C:23]=2[N:33]=1)=[O:17])[CH:13]([CH3:15])[CH3:14])=O)C1C=CC=CC=1.CO.C1COCC1.Cl. (3) Given the product [Br:20][C:16]1[C:17]([CH3:19])=[CH:18][C:13]2[N:14]([CH:2]=[C:3]([C:5]3[CH:10]=[CH:9][C:8]([OH:11])=[CH:7][CH:6]=3)[N:12]=2)[CH:15]=1, predict the reactants needed to synthesize it. The reactants are: Br[CH2:2][C:3]([C:5]1[CH:10]=[CH:9][C:8]([OH:11])=[CH:7][CH:6]=1)=O.[NH2:12][C:13]1[CH:18]=[C:17]([CH3:19])[C:16]([Br:20])=[CH:15][N:14]=1. (4) Given the product [CH3:20][C:17]1[CH:16]=[CH:15][C:14]([N:21]([CH3:30])[S:22]([C:25]2[S:26][CH:27]=[CH:28][CH:29]=2)(=[O:24])=[O:23])=[C:13]2[C:18]=1[CH:19]=[C:11]([C:9]1[S:10][CH:6]([CH2:5][C:4]([OH:31])=[O:3])[CH2:7][N:8]=1)[NH:12]2, predict the reactants needed to synthesize it. The reactants are: C([O:3][C:4](=[O:31])[CH2:5][CH:6]1[S:10][C:9]([C:11]2[NH:12][C:13]3[C:18]([CH:19]=2)=[C:17]([CH3:20])[CH:16]=[CH:15][C:14]=3[N:21]([CH3:30])[S:22]([C:25]2[S:26][CH:27]=[CH:28][CH:29]=2)(=[O:24])=[O:23])=[N:8][CH2:7]1)C.[OH-].[K+].C(O)(=O)CC(CC(O)=O)(C(O)=O)O. (5) Given the product [F:25][C:26]([C:29]1[C:34]([CH2:35][NH:36][C:9]2[N:8]=[C:7]([NH:6][C@@H:5]3[CH2:4][C@H:3]([OH:21])[C:2]3([CH3:22])[CH3:1])[C:12]([C:13]([F:16])([F:15])[F:14])=[CH:11][N:10]=2)=[CH:33][N:32]=[CH:31][N:30]=1)([CH3:27])[CH3:28], predict the reactants needed to synthesize it. The reactants are: [CH3:1][C:2]1([CH3:22])[C@H:5]([NH:6][C:7]2[C:12]([C:13]([F:16])([F:15])[F:14])=[CH:11][N:10]=[C:9](S(C)(=O)=O)[N:8]=2)[CH2:4][C@@H:3]1[OH:21].Cl.Cl.[F:25][C:26]([C:29]1[C:34]([CH2:35][NH2:36])=[CH:33][N:32]=[CH:31][N:30]=1)([CH3:28])[CH3:27]. (6) Given the product [OH:4][CH2:5][C:6]1[CH:7]=[CH:8][C:9]([C:12]2[C:21](=[O:22])[NH:20][C:19]3[C:14]([N:13]=2)=[CH:15][CH:16]=[C:17]([O:32][CH3:33])[CH:18]=3)=[CH:10][CH:11]=1, predict the reactants needed to synthesize it. The reactants are: C([O:4][CH2:5][C:6]1[CH:11]=[CH:10][C:9]([C:12]2[C:21](=[O:22])[N:20](CC3C=CC(OC)=CC=3)[C:19]3[C:14](=[CH:15][CH:16]=[C:17]([O:32][CH3:33])[CH:18]=3)[N:13]=2)=[CH:8][CH:7]=1)(=O)C. (7) Given the product [CH3:9][C:6]1[CH:7]=[CH:8][C:3]([CH:2]=[CH2:1])=[CH:4][CH:5]=1.[CH3:11][C:10]([C:12]1[CH:17]=[CH:16][CH:15]=[CH:14][CH:13]=1)=[CH2:9], predict the reactants needed to synthesize it. The reactants are: [CH2:1]=[CH:2][C:3]1[CH:8]=[CH:7][CH:6]=[CH:5][CH:4]=1.[CH3:9][C:10]([C:12]1[CH:17]=[CH:16][CH:15]=[CH:14][CH:13]=1)=[CH2:11].